This data is from Forward reaction prediction with 1.9M reactions from USPTO patents (1976-2016). The task is: Predict the product of the given reaction. (1) Given the reactants [F:1][C:2]1[CH:3]=[C:4]([CH:6]=[CH:7][C:8]=1[O:9][C:10]1[CH:15]=[CH:14][N:13]=[C:12]2[CH:16]=[C:17]([I:19])[S:18][C:11]=12)[NH2:5].[O:20]=[C:21]1[CH:25]([C:26](O)=[O:27])[CH2:24][CH2:23][NH:22]1.Cl.C(N=C=NCCCN(C)C)C.N1(O)C2C=CC=CC=2N=N1.C(N(C(C)C)C(C)C)C, predict the reaction product. The product is: [F:1][C:2]1[CH:3]=[C:4]([NH:5][C:26]([CH:25]2[CH2:24][CH2:23][NH:22][C:21]2=[O:20])=[O:27])[CH:6]=[CH:7][C:8]=1[O:9][C:10]1[CH:15]=[CH:14][N:13]=[C:12]2[CH:16]=[C:17]([I:19])[S:18][C:11]=12. (2) Given the reactants [Br:1][C:2]1[CH:7]=[CH:6][C:5]([C:8]2[O:12][N:11]=[C:10]([C:13](OCC)=[O:14])[CH:9]=2)=[CH:4][CH:3]=1.[H-].[Al+3].[Li+].[H-].[H-].[H-].[OH-].[Na+].Cl, predict the reaction product. The product is: [Br:1][C:2]1[CH:3]=[CH:4][C:5]([C:8]2[O:12][N:11]=[C:10]([CH2:13][OH:14])[CH:9]=2)=[CH:6][CH:7]=1. (3) Given the reactants [OH-].[Na+].Cl.[NH2:4][CH:5]1[CH2:10][CH2:9][CH2:8][CH2:7][CH:6]1[OH:11].I[C:13]1[CH:18]=[CH:17][CH:16]=[CH:15][CH:14]=1.CS(C)=O, predict the reaction product. The product is: [C:13]1([NH:4][C@@H:5]2[CH2:10][CH2:9][CH2:8][CH2:7][C@H:6]2[OH:11])[CH:18]=[CH:17][CH:16]=[CH:15][CH:14]=1. (4) Given the reactants [O:1]=[C:2]1[C:7]2[CH:8]=[CH:9][CH:10]=[CH:11][C:6]=2[S:5][C:4]([C:12]2[N:17]=[C:16]([CH2:18][CH2:19][C:20]([OH:22])=O)[CH:15]=[CH:14][CH:13]=2)=[N:3]1.[C:23]([O:27][C:28](=[O:32])[CH2:29][NH:30][CH3:31])([CH3:26])([CH3:25])[CH3:24].CCN=C=NCCCN(C)C.C1C=CC2N(O)N=NC=2C=1, predict the reaction product. The product is: [CH3:31][N:30]([CH2:29][C:28]([O:27][C:23]([CH3:26])([CH3:25])[CH3:24])=[O:32])[C:20](=[O:22])[CH2:19][CH2:18][C:16]1[CH:15]=[CH:14][CH:13]=[C:12]([C:4]2[S:5][C:6]3[CH:11]=[CH:10][CH:9]=[CH:8][C:7]=3[C:2](=[O:1])[N:3]=2)[N:17]=1. (5) Given the reactants [C:1]1([CH:7]2[NH:11][C:10](=[O:12])[CH2:9][CH2:8]2)[CH:6]=[CH:5][CH:4]=[CH:3][CH:2]=1.I[C:14]1[CH:27]=[CH:26][C:17]([O:18][C:19]2[CH:24]=[CH:23][C:22]([Cl:25])=[CH:21][CH:20]=2)=[CH:16][CH:15]=1.[F-].[Cs+], predict the reaction product. The product is: [Cl:25][C:22]1[CH:23]=[CH:24][C:19]([O:18][C:17]2[CH:26]=[CH:27][C:14]([N:11]3[CH:7]([C:1]4[CH:2]=[CH:3][CH:4]=[CH:5][CH:6]=4)[CH2:8][CH2:9][C:10]3=[O:12])=[CH:15][CH:16]=2)=[CH:20][CH:21]=1. (6) The product is: [Br:1][C:2]1[CH:3]=[C:4]2[C:9](=[O:10])[N:17]([CH2:13][CH:14]([CH3:16])[CH3:15])[C:6](=[O:8])[C:5]2=[CH:11][CH:12]=1. Given the reactants [Br:1][C:2]1[CH:3]=[C:4]2[C:9](=[O:10])[O:8][C:6](=O)[C:5]2=[CH:11][CH:12]=1.[CH2:13]([NH2:17])[CH:14]([CH3:16])[CH3:15].C1(C)C=CC(S(O)(=O)=O)=CC=1, predict the reaction product.